From a dataset of Reaction yield outcomes from USPTO patents with 853,638 reactions. Predict the reaction yield, written as a fraction of the theoretical maximum amount of product (1.0 means a 100% yield; for example, 0.34 means a 34% yield). The reactants are Cl.[Br:2][C:3]1[CH:4]=[C:5]([CH:10]([OH:16])[C:11](=[NH:15])OCC)[CH:6]=[CH:7][C:8]=1[F:9].[NH2:17][CH2:18][CH2:19][CH2:20]N. The catalyst is C(O)C. The product is [Br:2][C:3]1[CH:4]=[C:5]([CH:10]([CH:11]2[NH:15][CH2:20][CH:19]=[CH:18][NH:17]2)[OH:16])[CH:6]=[CH:7][C:8]=1[F:9]. The yield is 0.640.